From a dataset of Full USPTO retrosynthesis dataset with 1.9M reactions from patents (1976-2016). Predict the reactants needed to synthesize the given product. (1) Given the product [Cl:1][C:2]1[C:3]([C:19]([N:21]2[CH2:22][CH2:23][O:24][CH2:25][CH2:26]2)=[O:20])=[CH:4][C:5]([O:11][CH2:12][C:13]2[CH:18]=[CH:17][CH:16]=[CH:15][CH:14]=2)=[C:6]([CH:10]=1)[C:7]([NH:64][C:63]1[CH:65]=[CH:66][CH:67]=[C:61]([Cl:60])[CH:62]=1)=[O:9], predict the reactants needed to synthesize it. The reactants are: [Cl:1][C:2]1[C:3]([C:19]([N:21]2[CH2:26][CH2:25][O:24][CH2:23][CH2:22]2)=[O:20])=[CH:4][C:5]([O:11][CH2:12][C:13]2[CH:18]=[CH:17][CH:16]=[CH:15][CH:14]=2)=[C:6]([CH:10]=1)[C:7]([OH:9])=O.C(N(C(C)C)CC)(C)C.CN(C(ON1N=NC2C=CC=NC1=2)=[N+](C)C)C.F[P-](F)(F)(F)(F)F.[Cl:60][C:61]1[CH:62]=[C:63]([CH:65]=[CH:66][CH:67]=1)[NH2:64]. (2) Given the product [C:13]([C:9]1[CH:8]=[C:7]([P:17]([C:25]2[CH:30]=[C:29]([C:31]([CH3:34])([CH3:33])[CH3:32])[C:28]([O:35][CH3:36])=[C:27]([C:37]([CH3:40])([CH3:39])[CH3:38])[CH:26]=2)[C:18]2[CH:23]=[CH:22][CH:21]=[CH:20][C:19]=2[P:24]2[C:44]3[C:43](=[CH:2][CH:1]=[CH:5][CH:10]=3)[CH2:42][CH:41]2[CH:7]([CH3:8])[CH3:6])[CH:6]=[C:5]([C:1]([CH3:2])([CH3:3])[CH3:4])[C:10]=1[O:11][CH3:12])([CH3:16])([CH3:15])[CH3:14], predict the reactants needed to synthesize it. The reactants are: [C:1]([C:5]1[CH:6]=[C:7]([P:17]([C:25]2[CH:30]=[C:29]([C:31]([CH3:34])([CH3:33])[CH3:32])[C:28]([O:35][CH3:36])=[C:27]([C:37]([CH3:40])([CH3:39])[CH3:38])[CH:26]=2)[C:18]2[CH:23]=[CH:22][CH:21]=[CH:20][C:19]=2[PH2:24])[CH:8]=[C:9]([C:13]([CH3:16])([CH3:15])[CH3:14])[C:10]=1[O:11][CH3:12])([CH3:4])([CH3:3])[CH3:2].[CH2:41]([Li])[CH2:42][CH2:43][CH3:44].S([O-])(=O)(=O)C. (3) Given the product [CH3:1][O:2][N:3]([CH3:33])[C:4](=[O:32])[CH2:5][CH2:6][CH2:7][CH2:8][CH2:9][CH2:10][CH2:11][CH2:12][CH2:13][CH2:14][CH2:15][N:16]1[C:28]2[C:27]3[CH:26]=[CH:25][CH:24]=[CH:23][C:22]=3[N+:21]([O-:42])=[CH:20][C:19]=2[N:18]=[C:17]1[CH2:29][CH2:30][CH3:31], predict the reactants needed to synthesize it. The reactants are: [CH3:1][O:2][N:3]([CH3:33])[C:4](=[O:32])[CH2:5][CH2:6][CH2:7][CH2:8][CH2:9][CH2:10][CH2:11][CH2:12][CH2:13][CH2:14][CH2:15][N:16]1[C:28]2[C:27]3[CH:26]=[CH:25][CH:24]=[CH:23][C:22]=3[N:21]=[CH:20][C:19]=2[N:18]=[C:17]1[CH2:29][CH2:30][CH3:31].C1C=C(Cl)C=C(C(OO)=[O:42])C=1. (4) Given the product [Cl:1][C:2]1[CH:12]=[C:11]([F:13])[C:10]([F:14])=[CH:9][C:3]=1[C:4]([NH:6][C:7](=[O:8])[NH:16][C:17]1[CH:22]=[C:21]([F:23])[CH:20]=[CH:19][C:18]=1[N:24]1[CH2:25][CH2:26][CH:27]([C:30]([OH:32])=[O:31])[CH2:28][CH2:29]1)=[O:5], predict the reactants needed to synthesize it. The reactants are: [Cl:1][C:2]1[CH:12]=[C:11]([F:13])[C:10]([F:14])=[CH:9][C:3]=1[C:4]([N:6]=[C:7]=[O:8])=[O:5].Cl.[NH2:16][C:17]1[CH:22]=[C:21]([F:23])[CH:20]=[CH:19][C:18]=1[N:24]1[CH2:29][CH2:28][CH:27]([C:30]([OH:32])=[O:31])[CH2:26][CH2:25]1. (5) Given the product [C:1]([O:5][C:6](=[O:22])[NH:7][CH:8]([C:9]1[CH:14]=[CH:13][C:12]([O:15][C:16]([F:17])([F:19])[F:18])=[CH:11][CH:10]=1)[C:20]([NH2:21])=[O:24])([CH3:4])([CH3:2])[CH3:3], predict the reactants needed to synthesize it. The reactants are: [C:1]([O:5][C:6](=[O:22])[NH:7][CH:8]([C:20]#[N:21])[C:9]1[CH:14]=[CH:13][C:12]([O:15][C:16]([F:19])([F:18])[F:17])=[CH:11][CH:10]=1)([CH3:4])([CH3:3])[CH3:2].C(=O)([O-])[O-:24].[K+].[K+].OO.O. (6) Given the product [Br:16][C:17]1[CH:22]=[C:21]([C:23]2[O:24][C:25]([CH2:28][N:6]3[C:7]4[C:3](=[C:2]([Cl:1])[C:10]([C:11]#[N:12])=[CH:9][CH:8]=4)[CH:4]=[C:5]3[CH2:13][CH2:14][CH3:15])=[N:26][N:27]=2)[CH:20]=[N:19][CH:18]=1, predict the reactants needed to synthesize it. The reactants are: [Cl:1][C:2]1[C:10]([C:11]#[N:12])=[CH:9][CH:8]=[C:7]2[C:3]=1[CH:4]=[C:5]([CH2:13][CH2:14][CH3:15])[NH:6]2.[Br:16][C:17]1[CH:18]=[N:19][CH:20]=[C:21]([C:23]2[O:24][C:25]([CH2:28]Cl)=[N:26][N:27]=2)[CH:22]=1.